Dataset: Peptide-MHC class I binding affinity with 185,985 pairs from IEDB/IMGT. Task: Regression. Given a peptide amino acid sequence and an MHC pseudo amino acid sequence, predict their binding affinity value. This is MHC class I binding data. (1) The peptide sequence is RLIRGKMTL. The MHC is Mamu-A2201 with pseudo-sequence Mamu-A2201. The binding affinity (normalized) is 0.0341. (2) The peptide sequence is HSTQIGGI. The MHC is Mamu-B01 with pseudo-sequence Mamu-B01. The binding affinity (normalized) is 0. (3) The peptide sequence is LMTLDDLAI. The MHC is HLA-A02:06 with pseudo-sequence HLA-A02:06. The binding affinity (normalized) is 0.477. (4) The peptide sequence is RPTHKPVTL. The MHC is HLA-B40:01 with pseudo-sequence HLA-B40:01. The binding affinity (normalized) is 0.213. (5) The peptide sequence is GEIGIRNWL. The MHC is HLA-A03:01 with pseudo-sequence HLA-A03:01. The binding affinity (normalized) is 0.0847.